From a dataset of Reaction yield outcomes from USPTO patents with 853,638 reactions. Predict the reaction yield, written as a fraction of the theoretical maximum amount of product (1.0 means a 100% yield; for example, 0.34 means a 34% yield). (1) The reactants are F[C:2]1[CH:9]=[CH:8][CH:7]=[CH:6][C:3]=1[CH:4]=[O:5].[NH:10]1[CH2:15][CH2:14][O:13][CH2:12][CH2:11]1.C(=O)([O-])[O-].[K+].[K+].[BH4-].[Na+]. The catalyst is CN(C=O)C.CO.O. The product is [N:10]1([C:2]2[CH:9]=[CH:8][CH:7]=[CH:6][C:3]=2[CH2:4][OH:5])[CH2:15][CH2:14][O:13][CH2:12][CH2:11]1. The yield is 0.300. (2) The reactants are [CH:1]1([C:7]([CH:9]([C:13]2[CH:18]=[CH:17][CH:16]=[CH:15][CH:14]=2)[CH2:10][CH:11]=O)=[O:8])[CH2:6][CH2:5][CH2:4][CH2:3][CH2:2]1.[CH2:19]([O:21][C:22]1[CH:27]=[CH:26][CH:25]=[CH:24][C:23]=1[N:28]1[CH2:33][CH2:32][NH:31][CH2:30][CH2:29]1)[CH3:20].[Na]. No catalyst specified. The product is [CH2:19]([O:21][C:22]1[CH:27]=[CH:26][CH:25]=[CH:24][C:23]=1[N:28]1[CH2:29][CH2:30][N:31]([CH2:11][CH2:10][CH:9]([C:7]([CH:1]2[CH2:6][CH2:5][CH2:4][CH2:3][CH2:2]2)=[O:8])[C:13]2[CH:18]=[CH:17][CH:16]=[CH:15][CH:14]=2)[CH2:32][CH2:33]1)[CH3:20]. The yield is 0.520.